The task is: Predict the product of the given reaction.. This data is from Forward reaction prediction with 1.9M reactions from USPTO patents (1976-2016). Given the reactants [C:1]1([C:19]2[CH:24]=[CH:23][CH:22]=[CH:21][CH:20]=2)[CH:6]=[CH:5][C:4]([NH:7][C:8]2[CH:13]=[N:12][CH:11]=[C:10]3[S:14][C:15]([C:17]#[N:18])=[CH:16][C:9]=23)=[CH:3][CH:2]=1.[NH2:25][NH2:26], predict the reaction product. The product is: [C:1]1([C:19]2[CH:20]=[CH:21][CH:22]=[CH:23][CH:24]=2)[CH:6]=[CH:5][C:4]([NH:7][C:8]2[CH:13]=[N:12][CH:11]=[C:10]3[S:14][C:15]([C:17](=[N:25][NH2:26])[NH2:18])=[CH:16][C:9]=23)=[CH:3][CH:2]=1.